The task is: Predict the reactants needed to synthesize the given product.. This data is from Full USPTO retrosynthesis dataset with 1.9M reactions from patents (1976-2016). (1) The reactants are: [CH3:1][C:2]([S@@:5]([NH2:7])=[O:6])([CH3:4])[CH3:3].[C:8]([C:11]1[C:12](=O)[NH:13][C:14]2[C:19]([CH:20]=1)=[CH:18][C:17]([Cl:21])=[CH:16][CH:15]=2)(=O)[CH3:9].[BH4-].[Na+].CO.CO.C(Cl)[Cl:30]. Given the product [Cl:30][C:12]1[C:11]([C@@H:8]([NH:7][S@:5]([C:2]([CH3:4])([CH3:3])[CH3:1])=[O:6])[CH3:9])=[CH:20][C:19]2[C:14](=[CH:15][CH:16]=[C:17]([Cl:21])[CH:18]=2)[N:13]=1, predict the reactants needed to synthesize it. (2) Given the product [N:1]1([C:42]2[CH:43]=[CH:44][C:45]([C:48]3[CH:52]=[C:51]([C:53]([NH:55][CH2:56][CH2:57][N:58]4[CH2:59][CH2:60][O:61][CH2:62][CH2:63]4)=[O:54])[S:50][CH:49]=3)=[CH:46][CH:47]=2)[CH2:6][CH2:5][O:4][CH2:3][CH2:2]1, predict the reactants needed to synthesize it. The reactants are: [NH:1]1[CH2:6][CH2:5][O:4][CH2:3][CH2:2]1.C(P(C(C)(C)C)C1C=CC=CC=1C1C=CC=CC=1)(C)(C)C.P([O-])([O-])([O-])=O.[K+].[K+].[K+].FC(F)(F)S(O[C:42]1[CH:47]=[CH:46][C:45]([C:48]2[CH:52]=[C:51]([C:53]([NH:55][CH2:56][CH2:57][N:58]3[CH2:63][CH2:62][O:61][CH2:60][CH2:59]3)=[O:54])[S:50][CH:49]=2)=[CH:44][CH:43]=1)(=O)=O. (3) Given the product [OH:40][CH2:39][CH2:38][N:35]1[CH2:34][CH2:33][N:32]([C:29]2[CH:30]=[CH:31][C:26]([NH:25][C:2]3[N:24]=[C:5]4[C:6]([NH:10][CH2:11][C:12]5[C:13]([N:18]([CH3:23])[S:19]([CH3:22])(=[O:21])=[O:20])=[N:14][CH:15]=[CH:16][CH:17]=5)=[CH:7][CH:8]=[CH:9][N:4]4[N:3]=3)=[CH:27][CH:28]=2)[CH2:37][CH2:36]1, predict the reactants needed to synthesize it. The reactants are: Cl[C:2]1[N:24]=[C:5]2[C:6]([NH:10][CH2:11][C:12]3[C:13]([N:18]([CH3:23])[S:19]([CH3:22])(=[O:21])=[O:20])=[N:14][CH:15]=[CH:16][CH:17]=3)=[CH:7][CH:8]=[CH:9][N:4]2[N:3]=1.[NH2:25][C:26]1[CH:31]=[CH:30][C:29]([N:32]2[CH2:37][CH2:36][N:35]([CH2:38][CH2:39][OH:40])[CH2:34][CH2:33]2)=[CH:28][CH:27]=1.C1(P(C2CCCCC2)C2C=CC=CC=2C2C=CC=CC=2P(C2CCCCC2)C2CCCCC2)CCCCC1. (4) The reactants are: [C:1]([O:5][C:6]([N:8]([C:16]1[C:21]([CH3:23])([CH3:22])[S:20](=[O:25])(=[O:24])[CH2:19][C@:18]([C:27]2[CH:32]=[C:31]([N+:33]([O-:35])=[O:34])[CH:30]=[CH:29][C:28]=2[F:36])([CH3:26])[N:17]=1)[C:9](=[O:15])[O:10][C:11]([CH3:14])([CH3:13])[CH3:12])=[O:7])([CH3:4])([CH3:3])[CH3:2].[Li+].C[Si]([N-][Si](C)(C)C)(C)C.C1C=CC(S(N(S(C2C=CC=CC=2)(=O)=O)[F:57])(=O)=O)=CC=1.[Cl-].[NH4+]. Given the product [C:11]([O:10][C:9]([N:8]([C:16]1[C:21]([CH3:23])([CH3:22])[S:20](=[O:25])(=[O:24])[CH:19]([F:57])[C@:18]([C:27]2[CH:32]=[C:31]([N+:33]([O-:35])=[O:34])[CH:30]=[CH:29][C:28]=2[F:36])([CH3:26])[N:17]=1)[C:6](=[O:7])[O:5][C:1]([CH3:2])([CH3:3])[CH3:4])=[O:15])([CH3:12])([CH3:13])[CH3:14], predict the reactants needed to synthesize it. (5) Given the product [CH2:21]([C:23]1([CH3:43])[CH:28]([CH3:29])[CH:27]([NH:30][C:1](=[O:20])[CH2:2][CH2:3][CH2:4][CH2:5][CH2:6][CH2:7][CH2:8][CH2:9][CH2:10][CH2:11][CH2:12][CH2:13][CH2:14][CH2:15][CH2:16][CH3:17])[CH2:26][C:25]([CH2:32][CH3:33])([CH3:31])[N:24]1[O:34][CH:35]([C:37]1[CH:38]=[CH:39][CH:40]=[CH:41][CH:42]=1)[CH3:36])[CH3:22], predict the reactants needed to synthesize it. The reactants are: [C:1]([OH:20])(=O)[CH2:2][CH2:3][CH2:4][CH2:5][CH2:6][CH2:7][CH2:8][CH2:9][CH2:10][CH2:11][CH2:12][CH2:13][CH2:14][CH2:15][CH2:16][CH2:17]C.[CH2:21]([C:23]1([CH3:43])[CH:28]([CH3:29])[CH:27]([NH-:30])[CH2:26][C:25]([CH2:32][CH3:33])([CH3:31])[N:24]1[O:34][CH:35]([C:37]1[CH:42]=[CH:41][CH:40]=[CH:39][CH:38]=1)[CH3:36])[CH3:22].